Task: Predict the reactants needed to synthesize the given product.. Dataset: Retrosynthesis with 50K atom-mapped reactions and 10 reaction types from USPTO (1) Given the product Cc1c(C(=O)N[C@H]2CC[C@@H](NC(=O)OC(C)(C)C)CC2)c2nccc(-c3c(OCC4CC4)ccc4c3OCO4)c2n1COCC[Si](C)(C)C, predict the reactants needed to synthesize it. The reactants are: CC(C)(C)OC(=O)N[C@H]1CC[C@@H](N)CC1.Cc1c(C(=O)O)c2nccc(-c3c(OCC4CC4)ccc4c3OCO4)c2n1COCC[Si](C)(C)C. (2) The reactants are: COC(=O)C1=CCCC1.O=C(OO)c1cccc(Cl)c1. Given the product COC(=O)C12CCCC1O2, predict the reactants needed to synthesize it.